Dataset: Full USPTO retrosynthesis dataset with 1.9M reactions from patents (1976-2016). Task: Predict the reactants needed to synthesize the given product. (1) Given the product [N+:1]([C:4]1[CH:5]=[CH:6][C:7]([C:10]2([C:13]([OH:15])=[O:14])[CH2:12][CH2:11]2)=[CH:8][CH:9]=1)([O-:3])=[O:2], predict the reactants needed to synthesize it. The reactants are: [N+:1]([C:4]1[CH:9]=[CH:8][C:7]([C:10]2([C:13]([O:15]CC)=[O:14])[CH2:12][CH2:11]2)=[CH:6][CH:5]=1)([O-:3])=[O:2].[OH-].[Na+]. (2) The reactants are: [NH2:1][C:2]1[CH:3]=[N:4][CH:5]=[C:6](Br)[CH:7]=1.[C:9]([N:16]1[C:24]2[C:19](=[CH:20][C:21]([F:25])=[CH:22][CH:23]=2)[CH:18]=[C:17]1B(O)O)([O:11][C:12]([CH3:15])([CH3:14])[CH3:13])=[O:10].C([O-])([O-])=O.[K+].[K+].CC#N. Given the product [NH2:1][C:2]1[CH:7]=[C:6]([C:17]2[N:16]([C:9]([O:11][C:12]([CH3:15])([CH3:14])[CH3:13])=[O:10])[C:24]3[C:19]([CH:18]=2)=[CH:20][C:21]([F:25])=[CH:22][CH:23]=3)[CH:5]=[N:4][CH:3]=1, predict the reactants needed to synthesize it. (3) Given the product [NH2:1][C:2]1[C:7]2[C:8]([C:11]3[CH:16]=[CH:15][C:14]([NH:17][C:18]([C:20]4[NH:21][C:22]5[C:27]([CH:28]=4)=[CH:26][CH:25]=[CH:24][CH:23]=5)=[O:19])=[C:13]([O:30][CH3:31])[CH:12]=3)=[CH:9][S:10][C:6]=2[C:5]([CH2:32][CH2:33][CH2:34][OH:35])=[CH:4][N:3]=1, predict the reactants needed to synthesize it. The reactants are: [NH2:1][C:2]1[C:7]2[C:8]([C:11]3[CH:16]=[CH:15][C:14]([NH:17][C:18]([C:20]4[N:21](C)[C:22]5[C:27]([CH:28]=4)=[CH:26][CH:25]=[CH:24][CH:23]=5)=[O:19])=[C:13]([O:30][CH3:31])[CH:12]=3)=[CH:9][S:10][C:6]=2[C:5](/[CH:32]=[CH:33]/[CH2:34][OH:35])=[CH:4][N:3]=1.CO.[BH4-].[Na+].C(=O)([O-])[O-].[Na+].[Na+]. (4) Given the product [O:18]1[CH2:19][CH2:20][N:15]([S:12]([C:9]2[CH:8]=[CH:7][C:6]([CH:5]=[O:4])=[CH:11][CH:10]=2)(=[O:14])=[O:13])[CH2:16][CH2:17]1, predict the reactants needed to synthesize it. The reactants are: C([O:4][CH:5](OC(=O)C)[C:6]1[CH:11]=[CH:10][C:9]([S:12]([N:15]2[CH2:20][CH2:19][O:18][CH2:17][CH2:16]2)(=[O:14])=[O:13])=[CH:8][CH:7]=1)(=O)C.C(=O)([O-])[O-].[K+].[K+]. (5) Given the product [CH2:1]([O:3][C:4]([C:6]1[C:7]([CH3:18])=[N:8][N:9]([C:11]2[C:16]([CH:27]3[CH2:29][CH2:28]3)=[CH:15][CH:14]=[CH:13][N:12]=2)[CH:10]=1)=[O:5])[CH3:2], predict the reactants needed to synthesize it. The reactants are: [CH2:1]([O:3][C:4]([C:6]1[C:7]([CH3:18])=[N:8][N:9]([C:11]2[C:16](Br)=[CH:15][CH:14]=[CH:13][N:12]=2)[CH:10]=1)=[O:5])[CH3:2].P([O-])([O-])([O-])=O.[K+].[K+].[K+].[CH:27]1(B(O)O)[CH2:29][CH2:28]1.